Dataset: Reaction yield outcomes from USPTO patents with 853,638 reactions. Task: Predict the reaction yield, written as a fraction of the theoretical maximum amount of product (1.0 means a 100% yield; for example, 0.34 means a 34% yield). (1) The reactants are [Si:1]([O:8]S(C(F)(F)F)(=O)=O)([C:4]([CH3:7])([CH3:6])[CH3:5])([CH3:3])[CH3:2].[Br:16][C:17]1[CH:22]=[CH:21][C:20]([C:23]([CH3:27])([CH3:26])[CH2:24]O)=[CH:19][CH:18]=1.N1C(C)=CC=CC=1C.C([O-])(O)=O.[Na+]. The catalyst is ClCCl. The product is [Br:16][C:17]1[CH:22]=[CH:21][C:20]([C:23]([CH3:27])([CH3:26])[CH2:24][O:8][Si:1]([C:4]([CH3:7])([CH3:6])[CH3:5])([CH3:3])[CH3:2])=[CH:19][CH:18]=1. The yield is 0.980. (2) The catalyst is C1COCC1. The yield is 0.400. The reactants are [OH:1][C:2]1[CH:7]=[CH:6][N:5]([C:8]2[CH:9]=[CH:10][C:11]3[C:12]4[CH2:21][N:20]([C:22]([O:24][C:25]([CH3:28])([CH3:27])[CH3:26])=[O:23])[CH2:19][CH2:18][C:13]=4[N:14]([CH3:17])[C:15]=3[CH:16]=2)[C:4](=[O:29])[CH:3]=1.[Li]N([Si](C)(C)C)[Si](C)(C)C.C1(N([S:47]([C:50]([F:53])([F:52])[F:51])(=[O:49])=[O:48])[S:47]([C:50]([F:53])([F:52])[F:51])(=[O:49])=[O:48])C=CC=CC=1. The product is [CH3:17][N:14]1[C:15]2[CH:16]=[C:8]([N:5]3[CH:6]=[CH:7][C:2]([O:1][S:47]([C:50]([F:53])([F:52])[F:51])(=[O:49])=[O:48])=[CH:3][C:4]3=[O:29])[CH:9]=[CH:10][C:11]=2[C:12]2[CH2:21][N:20]([C:22]([O:24][C:25]([CH3:26])([CH3:28])[CH3:27])=[O:23])[CH2:19][CH2:18][C:13]1=2. (3) The reactants are I[C:2]1[CH:14]=[CH:13][C:5]([O:6][CH:7]2[CH2:12][CH2:11][CH2:10][CH2:9][O:8]2)=[CH:4][CH:3]=1.CCCCCC.[CH3:21][N:22]([CH3:38])[CH2:23][CH2:24][O:25][C:26]1[CH:27]=[CH:28][C:29]([C:32](N(OC)C)=[O:33])=[N:30][CH:31]=1.C(O)(C)C. The catalyst is C1COCC1.O. The product is [CH3:21][N:22]([CH3:38])[CH2:23][CH2:24][O:25][C:26]1[CH:27]=[CH:28][C:29]([C:32]([C:2]2[CH:14]=[CH:13][C:5]([O:6][CH:7]3[CH2:12][CH2:11][CH2:10][CH2:9][O:8]3)=[CH:4][CH:3]=2)=[O:33])=[N:30][CH:31]=1. The yield is 0.470.